From a dataset of Full USPTO retrosynthesis dataset with 1.9M reactions from patents (1976-2016). Predict the reactants needed to synthesize the given product. Given the product [Cl:37][C:25]1[C:26]([C:28]2[N:32]3[CH:33]=[CH:34][CH:35]=[CH:36][C:31]3=[N:30][CH:29]=2)=[N:27][C:22]([NH:1][C:2]2[CH:7]=[CH:6][C:5]([N:8]3[CH2:13][CH2:12][NH:11][CH:10]([C:14]([N:16]([CH3:17])[CH3:18])=[O:15])[CH2:9]3)=[CH:4][C:3]=2[O:19][CH3:20])=[N:23][CH:24]=1, predict the reactants needed to synthesize it. The reactants are: [NH2:1][C:2]1[CH:7]=[CH:6][C:5]([N:8]2[CH2:13][CH2:12][NH:11][CH:10]([C:14]([N:16]([CH3:18])[CH3:17])=[O:15])[CH2:9]2)=[CH:4][C:3]=1[O:19][CH3:20].Cl[C:22]1[N:27]=[C:26]([C:28]2[N:32]3[CH:33]=[CH:34][CH:35]=[CH:36][C:31]3=[N:30][CH:29]=2)[C:25]([Cl:37])=[CH:24][N:23]=1.CC1(C)C2C=CC=C(P(C3C=CC=CC=3)C3C=CC=CC=3)C=2OC2C1=CC=CC=2P(C1C=CC=CC=1)C1C=CC=CC=1.N12CCCN=C1CCCCC2.